Task: Predict the reaction yield, written as a fraction of the theoretical maximum amount of product (1.0 means a 100% yield; for example, 0.34 means a 34% yield).. Dataset: Reaction yield outcomes from USPTO patents with 853,638 reactions (1) The reactants are [F:1][C:2]1[CH:7]=[CH:6][C:5]([CH3:8])=[CH:4][N:3]=1.[Br:9]N1C(=O)CCC1=O.C(OOC(=O)C1C=CC=CC=1)(=O)C1C=CC=CC=1. The catalyst is C(Cl)(Cl)(Cl)Cl. The product is [Br:9][CH2:8][C:5]1[CH:6]=[CH:7][C:2]([F:1])=[N:3][CH:4]=1. The yield is 0.350. (2) The product is [Br:1][C:2]1[N:3]=[CH:4][C:5]([C:20]([OH:21])([CH3:22])[CH3:19])=[CH:6][CH:7]=1. The reactants are [Br:1][C:2]1[CH:7]=[CH:6][C:5](Br)=[CH:4][N:3]=1.CCOCC.C([Li])CCC.[CH3:19][C:20]([CH3:22])=[O:21]. The yield is 0.480. The catalyst is C1COCC1.